From a dataset of Forward reaction prediction with 1.9M reactions from USPTO patents (1976-2016). Predict the product of the given reaction. Given the reactants [Cl:1][C:2]1[N:3]=[C:4]([N:14]2[CH2:19][CH2:18][O:17][CH2:16][CH2:15]2)[C:5]2[S:10][C:9]([CH:11]=O)=[C:8]([CH3:13])[C:6]=2[N:7]=1.C1COCC1.[CH3:25][NH2:26], predict the reaction product. The product is: [Cl:1][C:2]1[N:3]=[C:4]([N:14]2[CH2:19][CH2:18][O:17][CH2:16][CH2:15]2)[C:5]2[S:10][C:9]([CH2:11][NH:26][CH3:25])=[C:8]([CH3:13])[C:6]=2[N:7]=1.